This data is from Reaction yield outcomes from USPTO patents with 853,638 reactions. The task is: Predict the reaction yield, written as a fraction of the theoretical maximum amount of product (1.0 means a 100% yield; for example, 0.34 means a 34% yield). (1) The reactants are [Cl:1][CH2:2][C:3]1[CH:11]=[CH:10][C:6]([C:7](O)=[O:8])=[CH:5][CH:4]=1.S(=O)(=O)(O)O. The catalyst is C1COCC1.ClCCl.[O-2].[O-2].[Mn+4]. The product is [Cl:1][CH2:2][C:3]1[CH:11]=[CH:10][C:6]([CH:7]=[O:8])=[CH:5][CH:4]=1. The yield is 0.870. (2) The reactants are [CH3:1][O:2][C:3]1[CH:4]=[C:5]([S:13][C:14]2[NH:15][C:16]3[C:21]([N:22]=2)=[C:20]([NH2:23])[N:19]=[CH:18][N:17]=3)[CH:6]=[C:7]([O:11][CH3:12])[C:8]=1[O:9][CH3:10].Br[CH2:25][CH2:26][CH2:27][C:28]1[CH:33]=[CH:32][CH:31]=[CH:30][CH:29]=1. No catalyst specified. The product is [C:28]1([CH2:27][CH2:26][CH2:25][N:17]2[C:16]3[C:21]([N:22]=[C:14]([S:13][C:5]4[CH:4]=[C:3]([O:2][CH3:1])[C:8]([O:9][CH3:10])=[C:7]([O:11][CH3:12])[CH:6]=4)[N:15]=3)=[C:20]([NH2:23])[N:19]=[CH:18]2)[CH:33]=[CH:32][CH:31]=[CH:30][CH:29]=1. The yield is 0.340. (3) The reactants are [C:1]([C:4]1[CH:5]=[C:6]2[C:11](=[CH:12][CH:13]=1)[C:10](=[O:14])[N:9]([CH2:15][CH:16]([CH3:18])[CH3:17])[C:8]([CH2:19][NH:20]C(=O)OC(C)(C)C)=[C:7]2[O:28][CH2:29][CH2:30][CH2:31][CH3:32])(=[O:3])[CH3:2].[ClH:33]. The catalyst is C(OCC)(=O)C. The product is [ClH:33].[C:1]([C:4]1[CH:5]=[C:6]2[C:11](=[CH:12][CH:13]=1)[C:10](=[O:14])[N:9]([CH2:15][CH:16]([CH3:18])[CH3:17])[C:8]([CH2:19][NH2:20])=[C:7]2[O:28][CH2:29][CH2:30][CH2:31][CH3:32])(=[O:3])[CH3:2]. The yield is 0.909. (4) The reactants are [N+:1]([C:4]1[CH:5]=[C:6]([NH2:10])[CH:7]=[CH:8][CH:9]=1)([O-:3])=[O:2].[N:11]([O-])=O.[Na+].[Cl:15][Sn]Cl.O. The catalyst is O.Cl. The product is [ClH:15].[N+:1]([C:4]1[CH:5]=[C:6]([NH:10][NH2:11])[CH:7]=[CH:8][CH:9]=1)([O-:3])=[O:2]. The yield is 0.730. (5) The reactants are [OH:1][C:2]1[C:10]2[O:9][CH2:8][CH:7]([C:11]3[CH:16]=[CH:15][C:14]([CH:17]([CH3:19])[CH3:18])=[CH:13][CH:12]=3)[C:6]=2[C:5]([CH3:20])=[C:4]([NH:21][C:22](=[O:28])[CH2:23][C:24]([CH3:27])([CH3:26])[CH3:25])[C:3]=1[CH3:29].C(=O)([O-])[O-].[K+].[K+].S(OCC)(O[CH2:40][CH3:41])(=O)=O.O. The catalyst is CC(C)=O. The product is [CH2:40]([O:1][C:2]1[C:10]2[O:9][CH2:8][CH:7]([C:11]3[CH:12]=[CH:13][C:14]([CH:17]([CH3:18])[CH3:19])=[CH:15][CH:16]=3)[C:6]=2[C:5]([CH3:20])=[C:4]([NH:21][C:22](=[O:28])[CH2:23][C:24]([CH3:27])([CH3:26])[CH3:25])[C:3]=1[CH3:29])[CH3:41]. The yield is 0.780. (6) The reactants are Cl[CH2:2][CH2:3][C:4]([NH:6][C:7]1[CH:12]=[CH:11][C:10]([F:13])=[C:9]([CH3:14])[CH:8]=1)=[O:5].ClCCC(Cl)=O.C([O-])([O-])=O.[K+].[K+].[Al+3].[Cl-].[Cl-].[Cl-].Cl. The catalyst is CCOC(C)=O.CC#N. The product is [F:13][C:10]1[CH:11]=[C:12]2[C:7](=[CH:8][C:9]=1[CH3:14])[NH:6][C:4](=[O:5])[CH2:3][CH2:2]2.[F:13][C:10]1[C:9]([CH3:14])=[C:8]2[C:7](=[CH:12][CH:11]=1)[NH:6][C:4](=[O:5])[CH2:3][CH2:2]2. The yield is 0.140.